From a dataset of Full USPTO retrosynthesis dataset with 1.9M reactions from patents (1976-2016). Predict the reactants needed to synthesize the given product. (1) Given the product [CH3:11][S:10][C:2]1[NH:3][C:4]2[CH2:9][CH2:8][CH2:7][CH2:6][C:5]=2[N:1]=1, predict the reactants needed to synthesize it. The reactants are: [NH:1]1[C:5]2[CH2:6][CH2:7][CH2:8][CH2:9][C:4]=2[N:3]=[C:2]1[SH:10].[C:11]([O-])([O-])=O.[K+].[K+].CI. (2) Given the product [CH2:33]([O:34][C:35](=[O:4])[CH:31]=[CH:16][CH2:15][C@H:14]([CH2:13][C:12]1[CH:21]=[CH:22][C:9]([O:8][CH3:7])=[C:10]([O:23][CH2:24][CH2:25][CH2:26][O:27][CH3:28])[CH:11]=1)[CH:18]([CH3:20])[CH3:19])[CH3:32], predict the reactants needed to synthesize it. The reactants are: CC(C)([O-:4])C.[K+].[CH3:7][O:8][C:9]1[CH:22]=[CH:21][C:12]([CH2:13][C@H:14]([CH:18]([CH3:20])[CH3:19])[CH2:15][CH:16]=O)=[CH:11][C:10]=1[O:23][CH2:24][CH2:25][CH2:26][O:27][CH3:28].[NH4+].[Cl-].[CH2:31]1[CH2:35][O:34][CH2:33][CH2:32]1. (3) The reactants are: Cl[C:2]1[C:7]([C:8]#[N:9])=[CH:6][CH:5]=[C:4]([C:10]2[CH:15]=[CH:14][C:13]([F:16])=[CH:12][CH:11]=2)[N:3]=1.Cl.[NH2:18][C:19]1[C:24]([C:25]#[N:26])=[CH:23][CH:22]=[C:21]([NH:27][CH:28]2[CH2:33][CH2:32][CH2:31][NH:30][CH2:29]2)[N:20]=1.C(N(CC)C(C)C)(C)C. Given the product [NH2:18][C:19]1[C:24]([C:25]#[N:26])=[CH:23][CH:22]=[C:21]([NH:27][CH:28]2[CH2:33][CH2:32][CH2:31][N:30]([C:2]3[C:7]([C:8]#[N:9])=[CH:6][CH:5]=[C:4]([C:10]4[CH:15]=[CH:14][C:13]([F:16])=[CH:12][CH:11]=4)[N:3]=3)[CH2:29]2)[N:20]=1, predict the reactants needed to synthesize it. (4) Given the product [OH:8][C@H:9]1[C@H:13]2[O:14][CH2:15][C@:10]1([CH2:25][OH:26])[O:11][C@H:12]2[N:16]1[CH:24]=[C:22]([CH3:23])[C:20](=[O:21])[NH:19][C:17]1=[O:18], predict the reactants needed to synthesize it. The reactants are: C([O:8][C@H:9]1[C@H:13]2[O:14][CH2:15][C@:10]1([CH2:25][O:26]CC1C=CC=CC=1)[O:11][C@H:12]2[N:16]1[CH:24]=[C:22]([CH3:23])[C:20](=[O:21])[NH:19][C:17]1=[O:18])C1C=CC=CC=1. (5) Given the product [CH2:1]([N:3]([CH2:29][C:30]1[CH:31]=[CH:32][C:33]([O:36][CH2:39][CH2:40][NH:42][CH2:43][CH2:44][F:45])=[CH:34][CH:35]=1)[C:4]1[CH:9]=[C:8]([O:10][CH3:11])[CH:7]=[CH:6][C:5]=1[CH:12]1[CH2:21][CH2:20][C:19]2[CH:18]=[C:17]([OH:22])[CH:16]=[CH:15][C:14]=2[CH2:13]1)[CH3:2], predict the reactants needed to synthesize it. The reactants are: [CH2:1]([N:3]([C:29](=O)[C:30]1[CH:35]=[CH:34][C:33]([OH:36])=[CH:32][CH:31]=1)[C:4]1[CH:9]=[C:8]([O:10][CH3:11])[CH:7]=[CH:6][C:5]=1[CH:12]1[CH2:21][CH2:20][C:19]2[CH:18]=[C:17]([O:22]C(=O)C(C)(C)C)[CH:16]=[CH:15][C:14]=2[CH2:13]1)[CH3:2].Cl[CH2:39][C:40]([NH:42][CH2:43][CH2:44][F:45])=O. (6) Given the product [F:24][C:18]1[CH:17]=[C:16]([C:3]2[C:2]([C:29]#[C:28][C:26]([OH:30])([CH3:27])[CH3:25])=[N:7][CH:6]=[C:5]([N:8]3[CH2:13][CH2:12][CH:11]([NH:14][CH3:15])[CH2:10][CH2:9]3)[N:4]=2)[CH:23]=[CH:22][C:19]=1[C:20]#[N:21], predict the reactants needed to synthesize it. The reactants are: Br[C:2]1[C:3]([C:16]2[CH:23]=[CH:22][C:19]([C:20]#[N:21])=[C:18]([F:24])[CH:17]=2)=[N:4][C:5]([N:8]2[CH2:13][CH2:12][CH:11]([NH:14][CH3:15])[CH2:10][CH2:9]2)=[CH:6][N:7]=1.[CH3:25][C:26]([OH:30])([C:28]#[CH:29])[CH3:27]. (7) Given the product [CH3:1][O:2][C:3]([C:5]1([CH3:16])[CH2:9][C:8]2[CH:10]=[C:11]([OH:14])[CH:12]=[CH:13][C:7]=2[O:6]1)=[O:4], predict the reactants needed to synthesize it. The reactants are: [CH3:1][O:2][C:3]([C:5]1([CH3:16])[CH2:9][C:8]2[CH:10]=[C:11]([O:14]C)[CH:12]=[CH:13][C:7]=2[O:6]1)=[O:4].B(Br)(Br)Br.